This data is from Forward reaction prediction with 1.9M reactions from USPTO patents (1976-2016). The task is: Predict the product of the given reaction. Given the reactants [Si:1]([O:8][C@@H:9]([C@@H:11]1[C@@H:14]([C@@H:15]([CH3:34])[C:16]([C:18]2[S:22][C:21]3=[C:23]([C:26]([C:28]4[CH:29]=[N:30][CH:31]=[CH:32][CH:33]=4)=[O:27])[N:24]=[CH:25][N:20]3[CH:19]=2)=O)[N:13]([C:35]([C:55]([O:57][CH2:58][C:59]2[CH:64]=[CH:63][C:62]([N+:65]([O-:67])=[O:66])=[CH:61][CH:60]=2)=[O:56])=P(C2C=CC=CC=2)(C2C=CC=CC=2)C2C=CC=CC=2)[C:12]1=[O:68])[CH3:10])([C:4]([CH3:7])([CH3:6])[CH3:5])([CH3:3])[CH3:2], predict the reaction product. The product is: [Si:1]([O:8][C@@H:9]([C@H:11]1[C:12](=[O:68])[N:13]2[C:35]([C:55]([O:57][CH2:58][C:59]3[CH:64]=[CH:63][C:62]([N+:65]([O-:67])=[O:66])=[CH:61][CH:60]=3)=[O:56])=[C:16]([C:18]3[S:22][C:21]4=[C:23]([C:26]([C:28]5[CH:29]=[N:30][CH:31]=[CH:32][CH:33]=5)=[O:27])[N:24]=[CH:25][N:20]4[CH:19]=3)[C@H:15]([CH3:34])[C@H:14]12)[CH3:10])([C:4]([CH3:6])([CH3:5])[CH3:7])([CH3:2])[CH3:3].